From a dataset of Forward reaction prediction with 1.9M reactions from USPTO patents (1976-2016). Predict the product of the given reaction. (1) Given the reactants [F:1][C:2]([F:10])([F:9])[C:3](=O)[CH2:4][C:5]([O-:7])=O.[OH-].[K+].[CH3:13][O:14][C:15](=[O:18])[CH2:16]Br.[C:19]1([NH2:26])[CH:24]=[CH:23][CH:22]=[C:21]([NH2:25])[CH:20]=1, predict the reaction product. The product is: [NH2:25][C:21]1[CH:20]=[C:19]2[C:24]([C:3]([C:2]([F:1])([F:10])[F:9])=[C:4]([CH2:16][C:15]([O:14][CH3:13])=[O:18])[C:5](=[O:7])[NH:26]2)=[CH:23][CH:22]=1. (2) Given the reactants [CH2:1]([O:8][C:9]([NH:11][C@H:12]([C:21]([O:23][C:24]([CH3:27])([CH3:26])[CH3:25])=[O:22])[CH2:13][C:14]1[CH:15]=[N:16][C:17](Br)=[CH:18][CH:19]=1)=[O:10])[C:2]1[CH:7]=[CH:6][CH:5]=[CH:4][CH:3]=1.Cl.ClC1C=CC=C(Cl)C=1C(N[C@H](C(OC)=O)CC1C=CC([O:43][CH2:44][CH2:45][C:46]2[CH:51]=[CH:50][CH:49]=[C:48]([NH:52][CH3:53])[N:47]=2)=C(F)C=1)=O.[C:64](=[O:67])([O-])[O-:65].[Cs+].[Cs+].[C:70](P([C:70]([CH3:73])([CH3:72])[CH3:71])C1C=CC2C(=CC=CC=2)C=1C1C2C(=CC=CC=2)C=CC=1)([CH3:73])([CH3:72])[CH3:71], predict the reaction product. The product is: [CH2:1]([O:8][C:9]([NH:11][C@H:12]([C:21]([O:23][C:24]([CH3:27])([CH3:26])[CH3:25])=[O:22])[CH2:13][C:14]1[CH:15]=[N:16][C:17]([O:43][CH2:44][CH2:45][C:46]2[CH:51]=[CH:50][CH:49]=[C:48]([N:52]([C:64]([O:65][C:70]([CH3:73])([CH3:72])[CH3:71])=[O:67])[CH3:53])[N:47]=2)=[CH:18][CH:19]=1)=[O:10])[C:2]1[CH:7]=[CH:6][CH:5]=[CH:4][CH:3]=1. (3) Given the reactants I[C:2]1[N:3]([CH2:11][O:12][CH2:13][CH2:14][Si:15]([CH3:18])([CH3:17])[CH3:16])[N:4]=[C:5]2[C:10]=1[CH:9]=[CH:8][CH:7]=[CH:6]2.C([Li])CCC.[C:24]1([N:30]([C:34]2[CH:39]=[CH:38][CH:37]=[CH:36][CH:35]=2)[C:31](Cl)=[O:32])[CH:29]=[CH:28][CH:27]=[CH:26][CH:25]=1.O, predict the reaction product. The product is: [C:24]1([N:30]([C:34]2[CH:39]=[CH:38][CH:37]=[CH:36][CH:35]=2)[C:31]([C:2]2[N:3]([CH2:11][O:12][CH2:13][CH2:14][Si:15]([CH3:18])([CH3:17])[CH3:16])[N:4]=[C:5]3[C:10]=2[CH:9]=[CH:8][CH:7]=[CH:6]3)=[O:32])[CH:25]=[CH:26][CH:27]=[CH:28][CH:29]=1. (4) The product is: [S:2]1(=[O:1])(=[O:18])[N:6]2[CH2:7][CH2:8][NH:9][CH2:10][C@@H:5]2[CH2:4][CH2:3]1. Given the reactants [O:1]=[S:2]1(=[O:18])[N:6]2[CH2:7][CH2:8][N:9](C(OC(C)(C)C)=O)[CH2:10][C@@H:5]2[CH2:4][CH2:3]1.C(O)(C(F)(F)F)=O, predict the reaction product. (5) The product is: [ClH:23].[ClH:23].[NH2:8][C:9]1[CH:10]=[C:11]2[C:16](=[CH:17][CH:18]=1)[N:15]=[CH:14][C:13]([C:19]([O:21][CH3:22])=[O:20])=[CH:12]2. Given the reactants C(OC([NH:8][C:9]1[CH:10]=[C:11]2[C:16](=[CH:17][CH:18]=1)[N:15]=[CH:14][C:13]([C:19]([O:21][CH3:22])=[O:20])=[CH:12]2)=O)(C)(C)C.[ClH:23].O1CCOCC1, predict the reaction product.